Task: Predict the product of the given reaction.. Dataset: Forward reaction prediction with 1.9M reactions from USPTO patents (1976-2016) Given the reactants [NH2:1][CH2:2][CH2:3][C:4]1[CH:9]=[CH:8][C:7]([OH:10])=[CH:6][CH:5]=1.[CH3:11][CH:12]([CH3:19])[N:13]=[C:14]=[N:15][CH:16]([CH3:18])[CH3:17], predict the reaction product. The product is: [NH2:1][CH2:2][CH2:3][C:4]1[CH:9]=[CH:8][C:7]([OH:10])=[CH:6][CH:5]=1.[CH3:11][CH:12]([CH3:19])[N:13]=[C:14]=[N:15][CH:16]([CH3:18])[CH3:17].